Task: Predict the reaction yield, written as a fraction of the theoretical maximum amount of product (1.0 means a 100% yield; for example, 0.34 means a 34% yield).. Dataset: Reaction yield outcomes from USPTO patents with 853,638 reactions (1) The reactants are [CH3:1][N:2]1[CH:6]=[C:5](B2OC(C)(C)C(C)(C)O2)[CH:4]=[N:3]1.Br[C:17]1[S:18][CH:19]=[C:20](/[CH:22]=[CH:23]/[C:24]([O:26][CH2:27][CH3:28])=[O:25])[N:21]=1.C([O-])([O-])=O.[Na+].[Na+]. The catalyst is C1C=CC(P(C2C=CC=CC=2)[C-]2C=CC=C2)=CC=1.C1C=CC(P(C2C=CC=CC=2)[C-]2C=CC=C2)=CC=1.Cl[Pd]Cl.[Fe+2].C1COCC1. The product is [CH3:1][N:2]1[CH:6]=[CH:5][C:4]([C:17]2[S:18][CH:19]=[C:20](/[CH:22]=[CH:23]/[C:24]([O:26][CH2:27][CH3:28])=[O:25])[N:21]=2)=[N:3]1. The yield is 0.750. (2) The reactants are [Cl:1][C:2]1[CH:38]=[CH:37][C:5]2[N:6](CC3C=CC(OC)=CC=3)[C:7](=[O:27])[CH:8]([CH2:19][C:20]3[CH:25]=[CH:24][CH:23]=[CH:22][C:21]=3[Cl:26])[N:9]=[C:10]([C:11]3[CH:16]=[CH:15][C:14]([O:17][CH3:18])=[CH:13][CH:12]=3)[C:4]=2[CH:3]=1.[Al+3].[Cl-].[Cl-].[Cl-].C(OCC)(=O)C. The catalyst is C1(OC)C=CC=CC=1. The product is [Cl:1][C:2]1[CH:38]=[CH:37][C:5]2[NH:6][C:7](=[O:27])[CH:8]([CH2:19][C:20]3[CH:25]=[CH:24][CH:23]=[CH:22][C:21]=3[Cl:26])[N:9]=[C:10]([C:11]3[CH:12]=[CH:13][C:14]([O:17][CH3:18])=[CH:15][CH:16]=3)[C:4]=2[CH:3]=1. The yield is 0.990. (3) The reactants are [BH4-].[Na+].[C:3]1([C:31]2[CH:36]=[CH:35][CH:34]=[CH:33][CH:32]=2)[CH:8]=[CH:7][C:6]([CH2:9][CH2:10][C:11](=[O:30])[CH:12]([CH2:20][CH2:21][O:22][Si:23]([C:26]([CH3:29])([CH3:28])[CH3:27])([CH3:25])[CH3:24])[C:13]([O:15][C:16]([CH3:19])([CH3:18])[CH3:17])=[O:14])=[CH:5][CH:4]=1. The catalyst is CO. The product is [C:3]1([C:31]2[CH:32]=[CH:33][CH:34]=[CH:35][CH:36]=2)[CH:8]=[CH:7][C:6]([CH2:9][CH2:10][CH:11]([OH:30])[CH:12]([CH2:20][CH2:21][O:22][Si:23]([C:26]([CH3:27])([CH3:28])[CH3:29])([CH3:24])[CH3:25])[C:13]([O:15][C:16]([CH3:19])([CH3:17])[CH3:18])=[O:14])=[CH:5][CH:4]=1. The yield is 0.690. (4) The reactants are [CH2:1]1[O:13][C:12]2[CH:11]=[C:10]3[C:5]([C:6]([N:14]([CH:28]([CH3:33])[CH2:29][N:30]([CH3:32])[CH3:31])[C:15](=[O:27])[C:16]4[CH:21]=[C:20]([O:22][CH3:23])[C:19]([O:24][CH3:25])=[CH:18][C:17]=4I)=[CH:7][CH:8]=[N:9]3)=[CH:4][C:3]=2[O:2]1.[K+].[Br-]. No catalyst specified. The product is [CH3:23][O:22][C:20]1[C:19]([O:24][CH3:25])=[CH:18][C:17]2[C:7]3[C:6](=[C:5]4[CH:4]=[C:3]5[O:2][CH2:1][O:13][C:12]5=[CH:11][C:10]4=[N:9][CH:8]=3)[N:14]([CH:28]([CH3:33])[CH2:29][N:30]([CH3:32])[CH3:31])[C:15](=[O:27])[C:16]=2[CH:21]=1. The yield is 0.304. (5) The reactants are Cl.[NH2:2][C@@H:3]([CH2:8][C:9]1[CH:14]=[CH:13][CH:12]=[CH:11][CH:10]=1)[C:4](=[O:7])[CH2:5][Cl:6].Cl[C:16]([O:18][CH2:19][C:20]1[CH:25]=[CH:24][CH:23]=[CH:22][CH:21]=1)=[O:17].C(=O)([O-])O.[Na+]. The catalyst is O.C1(C)C=CC=CC=1. The product is [CH2:19]([O:18][C:16]([NH:2][C@@H:3]([CH2:8][C:9]1[CH:14]=[CH:13][CH:12]=[CH:11][CH:10]=1)[C:4](=[O:7])[CH2:5][Cl:6])=[O:17])[C:20]1[CH:25]=[CH:24][CH:23]=[CH:22][CH:21]=1. The yield is 0.830. (6) The reactants are C(Cl)(=O)C(Cl)=O.[CH3:7][NH:8][C:9](=O)[CH3:10].N1C(C)=CC=CC=1C.[C:20]([NH:28][NH2:29])(=O)[C:21]1[CH:26]=[CH:25][N:24]=[CH:23][CH:22]=1. The catalyst is C(Cl)Cl. The product is [CH3:7][N:8]1[C:9]([CH3:10])=[N:29][N:28]=[C:20]1[C:21]1[CH:26]=[CH:25][N:24]=[CH:23][CH:22]=1. The yield is 0.440. (7) The reactants are [CH2:1]([C:3]1[CH:57]=[CH:56][C:6]([CH2:7][C:8]2[C:16]3[C:11](=[CH:12][CH:13]=[C:14]([C@@H:17]4[O:46][C@H:45]([CH2:47][O:48]CC5C=CC=CC=5)[C@@H:36]([O:37]CC5C=CC=CC=5)[C@H:27]([O:28]CC5C=CC=CC=5)[C@H:18]4[O:19]CC4C=CC=CC=4)[CH:15]=3)[NH:10][CH:9]=2)=[CH:5][CH:4]=1)[CH3:2].[OH-].[Na+]. The catalyst is C1COCC1.O. The product is [CH2:1]([C:3]1[CH:57]=[CH:56][C:6]([CH2:7][C:8]2[C:16]3[C:11](=[CH:12][CH:13]=[C:14]([C@@H:17]4[O:46][C@H:45]([CH2:47][OH:48])[C@@H:36]([OH:37])[C@H:27]([OH:28])[C@H:18]4[OH:19])[CH:15]=3)[NH:10][CH:9]=2)=[CH:5][CH:4]=1)[CH3:2]. The yield is 0.850.